Dataset: Full USPTO retrosynthesis dataset with 1.9M reactions from patents (1976-2016). Task: Predict the reactants needed to synthesize the given product. (1) Given the product [Br:15][C:16]1[C:17]([NH:23][C:24]2[CH:33]=[CH:32][CH:31]=[CH:30][C:25]=2[C:26]([NH:28][CH3:29])=[O:27])=[CH:18][C:19]([NH:11][C:10]2[CH:12]=[CH:13][C:7]([N:1]3[CH2:2][CH2:3][O:4][CH2:5][CH2:6]3)=[CH:8][CH:9]=2)=[N:20][CH:21]=1, predict the reactants needed to synthesize it. The reactants are: [N:1]1([C:7]2[CH:13]=[CH:12][C:10]([NH2:11])=[CH:9][CH:8]=2)[CH2:6][CH2:5][O:4][CH2:3][CH2:2]1.Cl.[Br:15][C:16]1[C:17]([NH:23][C:24]2[CH:33]=[CH:32][CH:31]=[CH:30][C:25]=2[C:26]([NH:28][CH3:29])=[O:27])=[CH:18][C:19](Cl)=[N:20][CH:21]=1.Cl. (2) Given the product [CH3:1][O:2][C:3]1[CH:4]=[C:5]2[C:10](=[CH:11][CH:12]=1)[CH:9]=[C:8]([C:13]([C:15]1[S:19][CH:18]=[N:17][CH:16]=1)=[O:14])[CH:7]=[CH:6]2, predict the reactants needed to synthesize it. The reactants are: [CH3:1][O:2][C:3]1[CH:4]=[C:5]2[C:10](=[CH:11][CH:12]=1)[CH:9]=[C:8]([CH:13]([C:15]1[S:19][CH:18]=[N:17][CH:16]=1)[OH:14])[CH:7]=[CH:6]2.